From a dataset of Catalyst prediction with 721,799 reactions and 888 catalyst types from USPTO. Predict which catalyst facilitates the given reaction. (1) Reactant: C(OC(=O)[NH:7][C:8]1[CH:13]=[C:12]([N:14]([CH2:16][CH:17]([CH3:19])[CH3:18])[CH3:15])[C:11]([C:20]#[N:21])=[CH:10][C:9]=1[NH:22][C:23](=[O:46])[CH2:24][C:25](=O)[C:26]1[CH:31]=[CH:30][CH:29]=[C:28]([N:32]2[C:36]([CH2:37][O:38]C3CCCCO3)=[CH:35][N:34]=[N:33]2)[CH:27]=1)(C)(C)C.C(O)(C(F)(F)F)=O. Product: [OH:38][CH2:37][C:36]1[N:32]([C:28]2[CH:27]=[C:26]([C:25]3[CH2:24][C:23](=[O:46])[NH:22][C:9]4[CH:10]=[C:11]([C:20]#[N:21])[C:12]([N:14]([CH2:16][CH:17]([CH3:19])[CH3:18])[CH3:15])=[CH:13][C:8]=4[N:7]=3)[CH:31]=[CH:30][CH:29]=2)[N:33]=[N:34][CH:35]=1. The catalyst class is: 2. (2) Reactant: [CH3:1][S:2]([NH:5][C:6]1[CH:11]=[CH:10][C:9]([B:12]2[O:20][C:17]([CH3:19])([CH3:18])[C:14]([CH3:16])([CH3:15])[O:13]2)=[CH:8][CH:7]=1)(=[O:4])=[O:3].C(=O)([O-])[O-].[Cs+].[Cs+].Cl.[CH3:28][N:29]([CH3:34])[CH2:30][CH2:31][CH2:32]Cl.O. Product: [CH3:28][N:29]([CH3:34])[CH2:30][CH2:31][CH2:32][N:5]([C:6]1[CH:7]=[CH:8][C:9]([B:12]2[O:20][C:17]([CH3:19])([CH3:18])[C:14]([CH3:16])([CH3:15])[O:13]2)=[CH:10][CH:11]=1)[S:2]([CH3:1])(=[O:3])=[O:4]. The catalyst class is: 9. (3) The catalyst class is: 7. Reactant: [CH:1]1([NH2:7])[CH2:6][CH2:5][CH2:4][CH2:3][CH2:2]1.[CH3:8][CH:9]1[S:13](=[O:15])(=[O:14])[O:12][CH2:11][CH2:10]1. Product: [CH:1]1([NH:7][CH2:11][CH2:10][CH:9]([S:13]([OH:15])(=[O:14])=[O:12])[CH3:8])[CH2:6][CH2:5][CH2:4][CH2:3][CH2:2]1. (4) Reactant: CC[C@H]1[C@H]2C[C@H]([C@H](OC3C4C(=CC=CC=4)C(O[C@H](C4C=CN=C5C=4C=C(OC)C=C5)[C@@H]4N5C[C@H](CC)[C@@H](CC5)C4)=NN=3)C3C=CN=C4C=3[CH:14]=[C:15]([O:22]C)C=C4)N(CC2)C1.[C:59]([OH:63])([CH3:62])([CH3:61])C.C1(O[C:70]2[CH:75]=[C:74]([F:76])[CH:73]=[CH:72][C:71]=2[N+:77]([O-:79])=[O:78])CCC=C1.S(S([O-])=O)([O-])(=O)=[O:81].[Na+].[Na+]. Product: [F:76][C:74]1[CH:73]=[CH:72][C:71]([N+:77]([O-:79])=[O:78])=[C:70]([CH:75]=1)[O:63][CH:59]1[CH2:61][CH2:14][CH:15]([OH:22])[CH:62]1[OH:81]. The catalyst class is: 6. (5) Reactant: [CH2:1]([C:8]1[O:12][N:11]=[CH:10][C:9]=1[C:13]([OH:15])=O)[C:2]1[CH:7]=[CH:6][CH:5]=[CH:4][CH:3]=1.CN(C(ON1N=NC2C=CC=CC1=2)=[N+](C)C)C.[B-](F)(F)(F)F.C(N(C(C)C)C(C)C)C.[C:47]1([CH:53]2[CH2:57][CH2:56][NH:55][CH2:54]2)[CH:52]=[CH:51][CH:50]=[CH:49][CH:48]=1. Product: [CH2:1]([C:8]1[O:12][N:11]=[CH:10][C:9]=1[C:13]([N:55]1[CH2:56][CH2:57][CH:53]([C:47]2[CH:52]=[CH:51][CH:50]=[CH:49][CH:48]=2)[CH2:54]1)=[O:15])[C:2]1[CH:3]=[CH:4][CH:5]=[CH:6][CH:7]=1. The catalyst class is: 3.